From a dataset of Full USPTO retrosynthesis dataset with 1.9M reactions from patents (1976-2016). Predict the reactants needed to synthesize the given product. (1) Given the product [Br:1][C:2]1[CH:3]=[C:4]([CH:5]=[C:6]([Br:8])[CH:7]=1)[NH2:9], predict the reactants needed to synthesize it. The reactants are: [Br:1][C:2]1[CH:3]=[C:4]([N+:9]([O-])=O)[CH:5]=[C:6]([Br:8])[CH:7]=1. (2) Given the product [CH2:32]([N:8]([C@H:5]1[CH2:6][CH2:7][C@H:2]([NH:1][CH2:40][C:41]([F:44])([F:43])[F:42])[CH2:3][CH2:4]1)[C:9]1[C:24]2[CH2:23][CH:22]=[CH:21][CH2:20][CH2:19][C:18]3[CH:25]=[C:26]([CH3:30])[NH:27][C:28](=[O:29])[C:17]=3[CH2:16][NH:15][C:14](=[O:31])[C:13]=2[CH:12]=[CH:11][CH:10]=1)[CH3:33], predict the reactants needed to synthesize it. The reactants are: [NH2:1][C@H:2]1[CH2:7][CH2:6][C@H:5]([N:8]([CH2:32][CH3:33])[C:9]2[C:24]3[CH2:23][CH:22]=[CH:21][CH2:20][CH2:19][C:18]4[CH:25]=[C:26]([CH3:30])[NH:27][C:28](=[O:29])[C:17]=4[CH2:16][NH:15][C:14](=[O:31])[C:13]=3[CH:12]=[CH:11][CH:10]=2)[CH2:4][CH2:3]1.FC(F)(F)S(O[CH2:40][C:41]([F:44])([F:43])[F:42])(=O)=O. (3) Given the product [OH:31][CH2:30][CH2:32][NH:33][C:4]([C:6]1[C:7]2[S:15][CH:14]=[C:13]([CH2:16][O:17][C:18]3[CH:23]=[CH:22][CH:21]=[C:20]([C:24]4[N:25]=[N:26][N:27]([CH3:29])[N:28]=4)[CH:19]=3)[C:8]=2[C:9]([NH2:12])=[N:10][CH:11]=1)=[O:5], predict the reactants needed to synthesize it. The reactants are: C(O[C:4]([C:6]1[C:7]2[S:15][CH:14]=[C:13]([CH2:16][O:17][C:18]3[CH:23]=[CH:22][CH:21]=[C:20]([C:24]4[N:25]=[N:26][N:27]([CH3:29])[N:28]=4)[CH:19]=3)[C:8]=2[C:9]([NH2:12])=[N:10][CH:11]=1)=[O:5])C.[CH2:30]([CH2:32][NH2:33])[OH:31]. (4) The reactants are: [CH2:1]([O:3][C@@H:4]([CH2:8][C:9]1[CH:14]=[CH:13][C:12]([O:15][CH2:16][C:17]([C:19]2[CH:24]=[CH:23][CH:22]=[C:21]([O:25][CH3:26])[CH:20]=2)=[O:18])=[CH:11][CH:10]=1)[C:5]([OH:7])=O)[CH3:2].C(N(CC)C(C)C)(C)C.F[P-](F)(F)(F)(F)F.C[N+](C)=[C:45](N(C)C)[O:46][N:47]1[C:51]2N=CC=CC=2N=N1.Cl.CNOC. Given the product [CH2:1]([O:3][C@@H:4]([CH2:8][C:9]1[CH:14]=[CH:13][C:12]([O:15][CH2:16][C:17]([C:19]2[CH:24]=[CH:23][CH:22]=[C:21]([O:25][CH3:26])[CH:20]=2)=[O:18])=[CH:11][CH:10]=1)[C:5]([N:47]([O:46][CH3:45])[CH3:51])=[O:7])[CH3:2], predict the reactants needed to synthesize it. (5) Given the product [I:15][C:11]1[C:7]([C:4]2[S:5][CH:6]=[C:2]([CH3:1])[CH:3]=2)=[N:8][N:9]([CH2:12][CH2:13][CH3:14])[CH:10]=1, predict the reactants needed to synthesize it. The reactants are: [CH3:1][C:2]1[CH:3]=[C:4]([C:7]2[CH:11]=[CH:10][N:9]([CH2:12][CH2:13][CH3:14])[N:8]=2)[S:5][CH:6]=1.[I:15]N1C(=O)CCC1=O.S([O-])([O-])(=O)=S.[Na+].[Na+].C(=O)([O-])[O-].[Na+].[Na+]. (6) Given the product [CH:32]1[C:33]2[CH:34]([CH2:36][O:37][C:38]([N:40]3[CH2:44][CH2:43][C@H:42]4[N:45]([S:49]([C:52]5[CH:53]=[CH:54][CH:55]=[CH:56][CH:57]=5)(=[O:51])=[O:50])[CH2:46][C:47](=[O:48])[C@@H:41]34)=[O:39])[C:35]3[C:27](=[CH:26][CH:25]=[CH:24][CH:23]=3)[C:28]=2[CH:29]=[CH:30][CH:31]=1, predict the reactants needed to synthesize it. The reactants are: CC(OI1(OC(C)=O)(OC(C)=O)OC(=O)C2C=CC=CC1=2)=O.[CH:23]1[C:35]2[CH:34]([CH2:36][O:37][C:38]([N:40]3[CH2:44][CH2:43][C@H:42]4[N:45]([S:49]([C:52]5[CH:57]=[CH:56][CH:55]=[CH:54][CH:53]=5)(=[O:51])=[O:50])[CH2:46][C@H:47]([OH:48])[C@@H:41]34)=[O:39])[C:33]3[C:28](=[CH:29][CH:30]=[CH:31][CH:32]=3)[C:27]=2[CH:26]=[CH:25][CH:24]=1. (7) Given the product [CH3:12][O:11][C:8]1[N:7]=[CH:6][C:5]([CH:4]=[C:3]2[C:20]3[C:15](=[CH:16][CH:17]=[CH:18][CH:19]=3)[C:14](=[O:22])[NH:13][CH:2]2[CH3:1])=[CH:10][CH:9]=1, predict the reactants needed to synthesize it. The reactants are: [CH3:1][CH:2]([NH:13][C:14](=[O:22])[C:15]1[CH:20]=[CH:19][CH:18]=[CH:17][C:16]=1I)[CH:3]=[CH:4][C:5]1[CH:6]=[N:7][C:8]([O:11][CH3:12])=[CH:9][CH:10]=1.C(N(CCCC)CCCC)CCC. (8) Given the product [CH3:32][C:33]1[N:38]=[CH:37][C:36]([NH:39][C:2]2[C:10]3[O:9][CH2:8][C@@H:7]([N:11]([C:26](=[O:31])[C:27]([F:30])([F:29])[F:28])[C:12]4[CH:25]=[CH:24][C:15]5[C@H:16]([CH2:19][C:20]([O:22][CH3:23])=[O:21])[CH2:17][O:18][C:14]=5[CH:13]=4)[C:6]=3[CH:5]=[CH:4][CH:3]=2)=[CH:35][CH:34]=1, predict the reactants needed to synthesize it. The reactants are: Br[C:2]1[C:10]2[O:9][CH2:8][C@@H:7]([N:11]([C:26](=[O:31])[C:27]([F:30])([F:29])[F:28])[C:12]3[CH:25]=[CH:24][C:15]4[C@H:16]([CH2:19][C:20]([O:22][CH3:23])=[O:21])[CH2:17][O:18][C:14]=4[CH:13]=3)[C:6]=2[CH:5]=[CH:4][CH:3]=1.[CH3:32][C:33]1[N:38]=[CH:37][C:36]([NH2:39])=[CH:35][CH:34]=1.C1(P(C2C=CC=CC=2)C2C3OC4C(=CC=CC=4P(C4C=CC=CC=4)C4C=CC=CC=4)C(C)(C)C=3C=CC=2)C=CC=CC=1.C(=O)([O-])[O-].[Cs+].[Cs+]. (9) Given the product [F:12][C:9]1[CH:10]=[N:11][C:2]([N:29]2[CH2:30][CH:27]([NH:26][C:23]3[CH:24]=[CH:25][C:20]([F:19])=[CH:21][C:22]=3[CH3:31])[CH2:28]2)=[C:3]([CH:8]=1)[C:4]([O:6][CH3:7])=[O:5], predict the reactants needed to synthesize it. The reactants are: Cl[C:2]1[N:11]=[CH:10][C:9]([F:12])=[CH:8][C:3]=1[C:4]([O:6][CH3:7])=[O:5].C(=O)([O-])[O-].[K+].[K+].[F:19][C:20]1[CH:25]=[CH:24][C:23]([NH:26][CH:27]2[CH2:30][NH:29][CH2:28]2)=[C:22]([CH3:31])[CH:21]=1.